Dataset: Full USPTO retrosynthesis dataset with 1.9M reactions from patents (1976-2016). Task: Predict the reactants needed to synthesize the given product. Given the product [Cl:9][C:10]1[CH:11]=[CH:12][C:13]([C:16]2([C:20]([N:1]3[CH2:6][CH2:5][CH2:4][CH:3]([CH2:7][OH:8])[CH2:2]3)=[O:21])[CH2:19][CH2:18][CH2:17]2)=[CH:14][CH:15]=1, predict the reactants needed to synthesize it. The reactants are: [NH:1]1[CH2:6][CH2:5][CH2:4][CH:3]([CH2:7][OH:8])[CH2:2]1.[Cl:9][C:10]1[CH:15]=[CH:14][C:13]([C:16]2([C:20](O)=[O:21])[CH2:19][CH2:18][CH2:17]2)=[CH:12][CH:11]=1.C(N(C(C)C)CC)(C)C.C1CN([P+](Br)(N2CCCC2)N2CCCC2)CC1.F[P-](F)(F)(F)(F)F.